The task is: Predict the reactants needed to synthesize the given product.. This data is from Full USPTO retrosynthesis dataset with 1.9M reactions from patents (1976-2016). (1) Given the product [NH2:18][C:17]1[N:19]=[CH:4][C:5]2[CH2:6][CH:7]([C:11]([O:13][CH3:14])=[O:12])[CH2:8][C:9]=2[N:16]=1, predict the reactants needed to synthesize it. The reactants are: CN([CH:4]=[C:5]1[C:9](=O)[CH2:8][CH:7]([C:11]([O:13][CH3:14])=[O:12])[CH2:6]1)C.Cl.[NH2:16][C:17]([NH2:19])=[NH:18].C[O-].[Na+]. (2) Given the product [CH2:11]([N:9]1[CH2:8][CH2:7][CH2:6][CH2:5][CH2:4][C:3]1=[O:10])[C:12]1[CH:17]=[CH:16][CH:15]=[CH:14][CH:13]=1, predict the reactants needed to synthesize it. The reactants are: [H-].[Na+].[C:3]1(=[O:10])[NH:9][CH2:8][CH2:7][CH2:6][CH2:5][CH2:4]1.[CH2:11](Br)[C:12]1[CH:17]=[CH:16][CH:15]=[CH:14][CH:13]=1.O. (3) Given the product [CH2:18]([NH:20][C:21]([NH:1][C:2]1[CH:3]=[C:4]([CH3:17])[CH:5]=[C:6]2[C:10]=1[NH:9][C:8]([C:11]1[CH:16]=[CH:15][CH:14]=[CH:13][N:12]=1)=[CH:7]2)=[O:22])[CH3:19], predict the reactants needed to synthesize it. The reactants are: [NH2:1][C:2]1[CH:3]=[C:4]([CH3:17])[CH:5]=[C:6]2[C:10]=1[NH:9][C:8]([C:11]1[CH:16]=[CH:15][CH:14]=[CH:13][N:12]=1)=[CH:7]2.[CH2:18]([N:20]=[C:21]=[O:22])[CH3:19].